From a dataset of Full USPTO retrosynthesis dataset with 1.9M reactions from patents (1976-2016). Predict the reactants needed to synthesize the given product. Given the product [CH3:28][S:29]([O:1][CH2:2][CH2:3][CH2:4][C:5]1[CH:10]=[CH:9][C:8]([C:11]2[CH:16]=[CH:15][C:14]([CH2:17][CH2:18][CH2:19][O:20][S:29]([CH3:28])(=[O:31])=[O:30])=[CH:13][CH:12]=2)=[CH:7][CH:6]=1)(=[O:31])=[O:30], predict the reactants needed to synthesize it. The reactants are: [OH:1][CH2:2][CH2:3][CH2:4][C:5]1[CH:10]=[CH:9][C:8]([C:11]2[CH:16]=[CH:15][C:14]([CH2:17][CH2:18][CH2:19][OH:20])=[CH:13][CH:12]=2)=[CH:7][CH:6]=1.C(N(CC)CC)C.[CH3:28][S:29](Cl)(=[O:31])=[O:30].